From a dataset of Full USPTO retrosynthesis dataset with 1.9M reactions from patents (1976-2016). Predict the reactants needed to synthesize the given product. (1) Given the product [Cl:1][C:2]1[CH:3]=[CH:4][C:5]([CH3:9])=[C:6]([NH:7][C:17]([C:15]2[CH:14]=[CH:13][CH:12]=[C:11]([CH3:10])[N:16]=2)=[NH:18])[CH:8]=1, predict the reactants needed to synthesize it. The reactants are: [Cl:1][C:2]1[CH:3]=[CH:4][C:5]([CH3:9])=[C:6]([CH:8]=1)[NH2:7].[CH3:10][C:11]1[N:16]=[C:15]([C:17]#[N:18])[CH:14]=[CH:13][CH:12]=1. (2) Given the product [C:1]([SiH2:5][O:6][C:7]([CH3:17])([CH3:18])[C:8]1[N:13]=[C:12]([C@@H:14]([NH:16][CH2:26][CH2:25][C:19]2[CH:24]=[CH:23][CH:22]=[CH:21][CH:20]=2)[CH3:15])[CH:11]=[CH:10][CH:9]=1)([CH3:4])([CH3:2])[CH3:3], predict the reactants needed to synthesize it. The reactants are: [C:1]([SiH2:5][O:6][C:7]([CH3:18])([CH3:17])[C:8]1[N:13]=[C:12]([C@@H:14]([NH2:16])[CH3:15])[CH:11]=[CH:10][CH:9]=1)([CH3:4])([CH3:3])[CH3:2].[C:19]1([CH2:25][CH:26]=O)[CH:24]=[CH:23][CH:22]=[CH:21][CH:20]=1.C(O[BH-](OC(=O)C)OC(=O)C)(=O)C.[Na+].